Dataset: Full USPTO retrosynthesis dataset with 1.9M reactions from patents (1976-2016). Task: Predict the reactants needed to synthesize the given product. (1) Given the product [CH3:18][O:17][C:14]1[CH:15]=[CH:16][C:11]([C:9]2[N:10]=[C:4]3[CH:3]=[C:2]([N:19]4[CH2:24][CH2:23][O:22][CH2:21][CH2:20]4)[CH:7]=[CH:6][N:5]3[CH:8]=2)=[CH:12][CH:13]=1, predict the reactants needed to synthesize it. The reactants are: Br[C:2]1[CH:7]=[CH:6][N:5]2[CH:8]=[C:9]([C:11]3[CH:16]=[CH:15][C:14]([O:17][CH3:18])=[CH:13][CH:12]=3)[N:10]=[C:4]2[CH:3]=1.[NH:19]1[CH2:24][CH2:23][O:22][CH2:21][CH2:20]1. (2) Given the product [CH3:36][Si:35]([CH3:38])([CH3:37])[C:33]#[C:34][C:2]1[N:6]=[CH:5][N:4]([C:7]([C:20]2[CH:25]=[CH:24][CH:23]=[CH:22][CH:21]=2)([C:14]2[CH:19]=[CH:18][CH:17]=[CH:16][CH:15]=2)[C:8]2[CH:13]=[CH:12][CH:11]=[CH:10][CH:9]=2)[N:3]=1, predict the reactants needed to synthesize it. The reactants are: I[C:2]1[N:6]=[CH:5][N:4]([C:7]([C:20]2[CH:25]=[CH:24][CH:23]=[CH:22][CH:21]=2)([C:14]2[CH:19]=[CH:18][CH:17]=[CH:16][CH:15]=2)[C:8]2[CH:13]=[CH:12][CH:11]=[CH:10][CH:9]=2)[N:3]=1.C(N(CC)CC)C.[C:33]([Si:35]([CH3:38])([CH3:37])[CH3:36])#[CH:34].O. (3) Given the product [CH3:36][O:37][C:38](=[O:43])[C@H:39]([CH2:41][OH:42])[NH:40][C:29](=[O:31])[C:28]1[CH:32]=[CH:33][C:25]([Br:24])=[C:26]([F:34])[CH:27]=1, predict the reactants needed to synthesize it. The reactants are: O.ON1C2C=CC=CC=2N=N1.Cl.CN(C)CCCN=C=NCC.[Br:24][C:25]1[CH:33]=[CH:32][C:28]([C:29]([OH:31])=O)=[CH:27][C:26]=1[F:34].Cl.[CH3:36][O:37][C:38](=[O:43])[C@H:39]([CH2:41][OH:42])[NH2:40].C(N(CC)CC)C.